Dataset: Forward reaction prediction with 1.9M reactions from USPTO patents (1976-2016). Task: Predict the product of the given reaction. (1) Given the reactants C(N(CC)CC)C.[O:8]=[C:9]1[N:15]([CH:16]2[CH2:21][CH2:20][N:19]([C:22]([O:24][C@@H:25]([C:39](O)=[O:40])[CH2:26][C:27]3[CH:32]=[C:31]([C:33]([F:36])([F:35])[F:34])[C:30]([NH2:37])=[C:29]([Cl:38])[CH:28]=3)=[O:23])[CH2:18][CH2:17]2)[CH2:14][CH2:13][C:12]2[CH:42]=[CH:43][CH:44]=[CH:45][C:11]=2[NH:10]1.[CH3:46][C:47]1([N:53]2[CH2:58][CH2:57][N:56]([CH2:59][C:60]([O:62][CH2:63][CH3:64])=[O:61])[CH2:55][CH2:54]2)[CH2:52][CH2:51][NH:50][CH2:49][CH2:48]1.CN(C(ON1N=NC2C=CC=CC1=2)=[N+](C)C)C.[B-](F)(F)(F)F, predict the reaction product. The product is: [O:8]=[C:9]1[N:15]([CH:16]2[CH2:17][CH2:18][N:19]([C:22]([O:24][C@H:25]([CH2:26][C:27]3[CH:32]=[C:31]([C:33]([F:35])([F:34])[F:36])[C:30]([NH2:37])=[C:29]([Cl:38])[CH:28]=3)[C:39]([N:50]3[CH2:51][CH2:52][C:47]([N:53]4[CH2:54][CH2:55][N:56]([CH2:59][C:60]([O:62][CH2:63][CH3:64])=[O:61])[CH2:57][CH2:58]4)([CH3:46])[CH2:48][CH2:49]3)=[O:40])=[O:23])[CH2:20][CH2:21]2)[CH2:14][CH2:13][C:12]2[CH:42]=[CH:43][CH:44]=[CH:45][C:11]=2[NH:10]1. (2) Given the reactants [I-].[CH:2]([P+](C1C=CC=CC=1)(C1C=CC=CC=1)C1C=CC=CC=1)([CH3:4])[CH3:3].[Br:24][C:25]1[CH:37]=[CH:36][C:28]([CH:29]=[CH:30][C:31]([O:33][CH2:34][CH3:35])=[O:32])=[CH:27][CH:26]=1, predict the reaction product. The product is: [Br:24][C:25]1[CH:26]=[CH:27][C:28]([C@H:29]2[C@H:30]([C:31]([O:33][CH2:34][CH3:35])=[O:32])[C:2]2([CH3:4])[CH3:3])=[CH:36][CH:37]=1. (3) Given the reactants [Cl:1][C:2]1[CH:7]=[CH:6][C:5]([C:8]2[CH:13]=[CH:12][C:11]([CH:14]([OH:19])[CH2:15][CH2:16][CH2:17][CH3:18])=[CH:10][CH:9]=2)=[CH:4][CH:3]=1.P(CCCC)(CCCC)CCCC.O[C:34]1[CH:46]=[CH:45][C:37]([O:38][CH2:39][C:40]([O:42][CH2:43][CH3:44])=[O:41])=[C:36]([CH3:47])[CH:35]=1.C1CCN(C(N=NC(N2CCCCC2)=O)=O)CC1, predict the reaction product. The product is: [Cl:1][C:2]1[CH:3]=[CH:4][C:5]([C:8]2[CH:13]=[CH:12][C:11]([CH:14]([O:19][C:34]3[CH:46]=[CH:45][C:37]([O:38][CH2:39][C:40]([O:42][CH2:43][CH3:44])=[O:41])=[C:36]([CH3:47])[CH:35]=3)[CH2:15][CH2:16][CH2:17][CH3:18])=[CH:10][CH:9]=2)=[CH:6][CH:7]=1.